This data is from Forward reaction prediction with 1.9M reactions from USPTO patents (1976-2016). The task is: Predict the product of the given reaction. (1) Given the reactants [N:1]1([C:6]2[CH:11]=[CH:10][C:9](B3OC(C)(C)C(C)(C)O3)=[CH:8][N:7]=2)[CH:5]=[CH:4][CH:3]=[N:2]1.Cl[C:22]1[N:23]=[C:24]2[C:29](=[CH:30][CH:31]=1)[N:28]=[CH:27][C:26]1[CH:32]=[CH:33][C:34](=[O:46])[N:35]([C:36]3[CH:41]=[CH:40][CH:39]=[C:38]([C:42]([F:45])([F:44])[F:43])[CH:37]=3)[C:25]2=1.C(=O)([O-])[O-].[Na+].[Na+], predict the reaction product. The product is: [N:1]1([C:6]2[N:7]=[CH:8][C:9]([C:22]3[N:23]=[C:24]4[C:29](=[CH:30][CH:31]=3)[N:28]=[CH:27][C:26]3[CH:32]=[CH:33][C:34](=[O:46])[N:35]([C:36]5[CH:41]=[CH:40][CH:39]=[C:38]([C:42]([F:44])([F:43])[F:45])[CH:37]=5)[C:25]4=3)=[CH:10][CH:11]=2)[CH:5]=[CH:4][CH:3]=[N:2]1. (2) Given the reactants [CH:1]1([CH2:4][N:5]2[CH2:11][CH:10]=[CH:9][CH2:8][N:7]([CH2:12][C:13]([O:15][C:16]([CH3:19])([CH3:18])[CH3:17])=[O:14])[C:6]2=[O:20])[CH2:3][CH2:2]1, predict the reaction product. The product is: [CH:1]1([CH2:4][N:5]2[CH2:11][CH2:10][CH2:9][CH2:8][N:7]([CH2:12][C:13]([O:15][C:16]([CH3:18])([CH3:17])[CH3:19])=[O:14])[C:6]2=[O:20])[CH2:3][CH2:2]1. (3) Given the reactants [NH2:1][C:2]1[CH:7]=[CH:6][CH:5]=[CH:4][CH:3]=1.[C:8]1(=[O:15])[CH2:13][CH2:12][C:11](=O)[CH2:10][CH2:9]1.C(N(CC)CC)C, predict the reaction product. The product is: [OH:15][C:8]1[CH:9]=[CH:10][C:11]([NH:1][C:2]2[CH:7]=[CH:6][CH:5]=[CH:4][CH:3]=2)=[CH:12][CH:13]=1. (4) Given the reactants Cl.Br[C:3]1[C:4]2[N:5]([CH:10]=[CH:11][N:12]=2)[N:6]=[C:7]([Cl:9])[CH:8]=1.[N+:13]([C:16]1[CH:22]=[CH:21][C:19]([NH2:20])=[CH:18][CH:17]=1)([O-:15])=[O:14].CC(C)([O-])C.[K+].C1COCC1, predict the reaction product. The product is: [Cl:9][C:7]1[CH:8]=[C:3]([NH:20][C:19]2[CH:21]=[CH:22][C:16]([N+:13]([O-:15])=[O:14])=[CH:17][CH:18]=2)[C:4]2[N:5]([CH:10]=[CH:11][N:12]=2)[N:6]=1. (5) Given the reactants [C:1]([O:6][CH3:7])(=[O:5])[C:2]([CH3:4])=[O:3].[CH2:8]([OH:14])[CH2:9][CH2:10][CH2:11][CH2:12][CH3:13].O.[C:16]1([CH3:22])[CH:21]=[CH:20][CH:19]=[CH:18]C=1, predict the reaction product. The product is: [CH2:22]([O:3][C:2]([O:14][CH2:8][CH2:9][CH2:10][CH2:11][CH2:12][CH3:13])([CH3:4])[C:1]([O:6][CH2:7][CH2:8][CH2:9][CH2:10][CH2:11][CH3:12])=[O:5])[CH2:16][CH2:21][CH2:20][CH2:19][CH3:18]. (6) Given the reactants CC([N:5]([C@@H:9]1[CH2:14][CH2:13][CH2:12][N:11]([C:15]2[CH:20]=[C:19]([C:21]3[CH:26]=[CH:25][C:24]([C:27]#[N:28])=[C:23](F)[CH:22]=3)[N:18]=[C:17]([NH2:30])[N:16]=2)[CH2:10]1)[C:6](=O)[O-:7])(C)C.[OH2:31].[NH2:32][NH2:33], predict the reaction product. The product is: [NH2:30][C:17]1[N:16]=[C:15]([N:11]2[CH2:12][CH2:13][CH2:14][C@@H:9]([NH:5][C:6](=[O:7])[O:31][C:21]([CH3:26])([CH3:22])[CH3:19])[CH2:10]2)[CH:20]=[C:19]([C:21]2[CH:26]=[C:25]3[C:24]([C:27]([NH2:28])=[N:32][NH:33]3)=[CH:23][CH:22]=2)[N:18]=1. (7) The product is: [C:49]1([S:55][C:24]2[CH:25]=[CH:26][CH:27]=[CH:28][CH:29]=2)[CH:54]=[CH:53][CH:52]=[CH:51][CH:50]=1. Given the reactants CC(C)([O-])C.[Na+].CC1(C)P([C:24]2[CH:29]=[CH:28][CH:27]=[CH:26][C:25]=2[C:24]2[C:29](C(C)C)=[CH:28][C:27](C(C)C)=[CH:26][C:25]=2C(C)C)C(C)(C)CC2(OCCO2)C1.BrC1C=CC=CC=1.[C:49]1([SH:55])[CH:54]=[CH:53][CH:52]=[CH:51][CH:50]=1, predict the reaction product. (8) Given the reactants C([O:3][C:4](=[O:21])[C:5]1[CH:10]=[C:9]([F:11])[CH:8]=[N:7][C:6]=1[O:12][C:13]1[CH:18]=[CH:17][CH:16]=[C:15]([S:19][CH3:20])[CH:14]=1)C.[OH-].[Li+], predict the reaction product. The product is: [F:11][C:9]1[CH:8]=[N:7][C:6]([O:12][C:13]2[CH:18]=[CH:17][CH:16]=[C:15]([S:19][CH3:20])[CH:14]=2)=[C:5]([CH:10]=1)[C:4]([OH:21])=[O:3]. (9) The product is: [C:11]([O:15][C:16]([N:18]1[C:22]([CH3:23])=[CH:21][C:20]([I:1])=[N:19]1)=[O:17])([CH3:14])([CH3:13])[CH3:12]. Given the reactants [I:1]I.N(OCCC(C)C)=O.[C:11]([O:15][C:16]([N:18]1[C:22]([CH3:23])=[CH:21][C:20](N)=[N:19]1)=[O:17])([CH3:14])([CH3:13])[CH3:12].S([O-])([O-])(=O)=S.[Na+].[Na+], predict the reaction product. (10) Given the reactants [NH2:1][C:2]1[CH:7]=[CH:6][C:5]([C:8]2[CH:16]=[C:15]3[C:11]([CH2:12][N:13]([C@@H:18]([CH:23]([CH3:25])C)[C:19]([O:21][CH3:22])=[O:20])[C:14]3=[O:17])=[CH:10][CH:9]=2)=[CH:4][CH:3]=1.[N+](C1C=CC(C2C=C3C(CN(C4(C(OC)=O)CC4)C3=O)=CC=2)=CC=1)([O-])=O, predict the reaction product. The product is: [NH2:1][C:2]1[CH:7]=[CH:6][C:5]([C:8]2[CH:16]=[C:15]3[C:11]([CH2:12][N:13]([C:18]4([C:19]([O:21][CH3:22])=[O:20])[CH2:25][CH2:23]4)[C:14]3=[O:17])=[CH:10][CH:9]=2)=[CH:4][CH:3]=1.